Dataset: Catalyst prediction with 721,799 reactions and 888 catalyst types from USPTO. Task: Predict which catalyst facilitates the given reaction. (1) Reactant: [Cl-].[F:2][C:3]1[CH:28]=[CH:27][C:6]([CH2:7][P+](C2C=CC=CC=2)(C2C=CC=CC=2)C2C=CC=CC=2)=[CH:5][CH:4]=1.[H-].[Na+].[C:31]([O:35][C:36]([N:38]1[CH:43]2[CH2:44][CH2:45][CH:39]1[CH2:40][C:41](=O)[CH2:42]2)=[O:37])([CH3:34])([CH3:33])[CH3:32]. Product: [C:31]([O:35][C:36]([N:38]1[CH:39]2[CH2:45][CH2:44][CH:43]1[CH2:42][C:41](=[CH:7][C:6]1[CH:5]=[CH:4][C:3]([F:2])=[CH:28][CH:27]=1)[CH2:40]2)=[O:37])([CH3:34])([CH3:32])[CH3:33]. The catalyst class is: 93. (2) Reactant: [CH3:1][O:2][CH2:3][CH2:4][O:5][CH2:6][CH2:7][NH:8][CH2:9][C:10]([O:12]CC1C=CC=CC=1)=[O:11]. Product: [CH3:1][O:2][CH2:3][CH2:4][O:5][CH2:6][CH2:7][NH:8][CH2:9][C:10]([OH:12])=[O:11]. The catalyst class is: 43. (3) Reactant: [Br:1][C:2]1[CH:7]=[CH:6][C:5]([N+:8]([O-:10])=[O:9])=[C:4](F)[CH:3]=1.[O:12]1[CH2:17][CH2:16][CH:15]([N:18]2[CH2:23][CH2:22][CH:21]([NH2:24])[CH2:20][CH2:19]2)[CH2:14][CH2:13]1.C(N(C(C)C)CC)(C)C.CN(C)C=O. Product: [Br:1][C:2]1[CH:7]=[CH:6][C:5]([N+:8]([O-:10])=[O:9])=[C:4]([NH:24][CH:21]2[CH2:20][CH2:19][N:18]([CH:15]3[CH2:16][CH2:17][O:12][CH2:13][CH2:14]3)[CH2:23][CH2:22]2)[CH:3]=1. The catalyst class is: 6. (4) Product: [Si:49]([O:48][CH2:47][CH2:46][O:45][C:39]1[C:38]([F:56])=[C:37]([CH:23]([NH:24][C:25]2[CH:26]=[CH:27][C:28]([C:31]3[N:35]=[C:34]([CH3:36])[O:33][N:32]=3)=[CH:29][CH:30]=2)[C:22]2[NH:21][C:20](=[O:19])[N:2]([C:4]3[C:5](=[O:10])[NH:6][CH:7]=[CH:8][N:9]=3)[N:3]=2)[CH:42]=[C:41]([O:43][CH3:44])[CH:40]=1)([C:52]([CH3:55])([CH3:54])[CH3:53])([CH3:51])[CH3:50]. Reactant: Cl.[NH:2]([C:4]1[C:5](=[O:10])[NH:6][CH:7]=[CH:8][N:9]=1)[NH2:3].C(N(CC)CC)C.C[O:19][C:20](=O)[N:21]=[C:22](SC)[C:23]([C:37]1[CH:42]=[C:41]([O:43][CH3:44])[CH:40]=[C:39]([O:45][CH2:46][CH2:47][O:48][Si:49]([C:52]([CH3:55])([CH3:54])[CH3:53])([CH3:51])[CH3:50])[C:38]=1[F:56])=[N:24][C:25]1[CH:30]=[CH:29][C:28]([C:31]2[N:35]=[C:34]([CH3:36])[O:33][N:32]=2)=[CH:27][CH:26]=1. The catalyst class is: 3. (5) Reactant: [C:1]([O:5][C:6]([N:8]1[CH2:13][C@H:12]([CH2:14][OH:15])[NH:11][CH2:10][C@H:9]1[CH3:16])=[O:7])([CH3:4])([CH3:3])[CH3:2].[OH-].[Na+].Cl[C:20]([O:22][CH2:23][C:24]1[CH:29]=[CH:28][CH:27]=[CH:26][CH:25]=1)=[O:21]. Product: [C:1]([O:5][C:6]([N:8]1[C@H:9]([CH3:16])[CH2:10][N:11]([C:20]([O:22][CH2:23][C:24]2[CH:29]=[CH:28][CH:27]=[CH:26][CH:25]=2)=[O:21])[C@@H:12]([CH2:14][OH:15])[CH2:13]1)=[O:7])([CH3:4])([CH3:3])[CH3:2]. The catalyst class is: 1. (6) Reactant: [CH2:1]([O:4][CH2:5][CH2:6][CH2:7][CH2:8]Cl)[CH:2]=[CH2:3].[OH:10][C:11]1[CH:19]=[CH:18][C:14]([C:15]([OH:17])=[O:16])=[CH:13][CH:12]=1.C(=O)([O-])[O-].[K+].[K+].CN(C)C=O. Product: [CH2:1]([O:4][CH2:5][CH2:6][CH2:7][CH2:8][O:10][C:11]1[CH:19]=[CH:18][C:14]([C:15]([OH:17])=[O:16])=[CH:13][CH:12]=1)[CH:2]=[CH2:3]. The catalyst class is: 6. (7) Reactant: Cl[C:2]1[C:7]([CH:8]=[O:9])=[C:6]([Cl:10])[N:5]=[CH:4][N:3]=1.C(N(CC)CC)C.[Cl:18][C:19]1[CH:20]=[C:21]([CH:23]=[CH:24][C:25]=1[O:26][C:27]1[CH:32]=[CH:31][CH:30]=[C:29]([Cl:33])[CH:28]=1)[NH2:22].C(OCC)(=O)C. Product: [Cl:10][C:6]1[C:7]([CH:8]=[O:9])=[C:2]([NH:22][C:21]2[CH:23]=[CH:24][C:25]([O:26][C:27]3[CH:32]=[CH:31][CH:30]=[C:29]([Cl:33])[CH:28]=3)=[C:19]([Cl:18])[CH:20]=2)[N:3]=[CH:4][N:5]=1. The catalyst class is: 7.